This data is from Forward reaction prediction with 1.9M reactions from USPTO patents (1976-2016). The task is: Predict the product of the given reaction. (1) Given the reactants [CH3:1][C:2]1[N:7]=[C:6]2[S:8][C:9]3[CH2:14][CH2:13][CH2:12][CH2:11][C:10]=3[C:5]2=[C:4]([C:15]2[CH:23]=[CH:22][C:18]3[N:19]=[CH:20][S:21][C:17]=3[CH:16]=2)[C:3]=1[CH:24]([O:29][C:30]([CH3:33])([CH3:32])[CH3:31])[C:25]([O:27]C)=[O:26].[I-].[Li+], predict the reaction product. The product is: [CH3:1][C:2]1[N:7]=[C:6]2[S:8][C:9]3[CH2:14][CH2:13][CH2:12][CH2:11][C:10]=3[C:5]2=[C:4]([C:15]2[CH:23]=[CH:22][C:18]3[N:19]=[CH:20][S:21][C:17]=3[CH:16]=2)[C:3]=1[CH:24]([O:29][C:30]([CH3:33])([CH3:32])[CH3:31])[C:25]([OH:27])=[O:26]. (2) Given the reactants [C:1]([CH:4]1[CH2:13][CH2:12][C:11]2[C:6](=[CH:7][CH:8]=[CH:9][CH:10]=2)[C:5]1=O)(=O)[CH3:2].Cl.[CH3:16][O:17][C:18]1[CH:23]=[CH:22][C:21]([NH:24][NH2:25])=[CH:20][CH:19]=1, predict the reaction product. The product is: [CH3:16][O:17][C:18]1[CH:23]=[CH:22][C:21]([N:24]2[C:5]3[C:6]4[CH:7]=[CH:8][CH:9]=[CH:10][C:11]=4[CH2:12][CH2:13][C:4]=3[C:1]([CH3:2])=[N:25]2)=[CH:20][CH:19]=1. (3) Given the reactants Cl.[Br:2][C:3]1[CH:10]=[CH:9][C:6]([CH2:7][NH2:8])=[CH:5][CH:4]=1.[N:11]1[CH:16]=[CH:15][CH:14]=[CH:13][C:12]=1[S:17](Cl)(=[O:19])=[O:18].C(N(CC)CC)C, predict the reaction product. The product is: [Br:2][C:3]1[CH:10]=[CH:9][C:6]([CH2:7][NH:8][S:17]([C:12]2[CH:13]=[CH:14][CH:15]=[CH:16][N:11]=2)(=[O:19])=[O:18])=[CH:5][CH:4]=1. (4) Given the reactants I[C:2]1[CH:7]=[CH:6][C:5]([NH:8][CH2:9][C:10]2[CH:15]=[CH:14][C:13]([C:16]([F:19])([F:18])[F:17])=[CH:12][C:11]=2[C:20]2[CH:21]=[CH:22][C:23]([C:26]([NH:28][CH2:29][CH2:30][C:31]([O:33][CH2:34][CH3:35])=[O:32])=[O:27])=[N:24][CH:25]=2)=[CH:4][CH:3]=1.[Cl:36][C:37]1[CH:42]=[CH:41][C:40](B(O)O)=[C:39]([CH3:46])[CH:38]=1.C([O-])([O-])=O.[K+].[K+].O, predict the reaction product. The product is: [Cl:36][C:37]1[CH:42]=[CH:41][C:40]([C:2]2[CH:7]=[CH:6][C:5]([NH:8][CH2:9][C:10]3[CH:15]=[CH:14][C:13]([C:16]([F:17])([F:19])[F:18])=[CH:12][C:11]=3[C:20]3[CH:21]=[CH:22][C:23]([C:26]([NH:28][CH2:29][CH2:30][C:31]([O:33][CH2:34][CH3:35])=[O:32])=[O:27])=[N:24][CH:25]=3)=[CH:4][CH:3]=2)=[C:39]([CH3:46])[CH:38]=1.